The task is: Predict the reaction yield, written as a fraction of the theoretical maximum amount of product (1.0 means a 100% yield; for example, 0.34 means a 34% yield).. This data is from Reaction yield outcomes from USPTO patents with 853,638 reactions. The reactants are [F:1][C:2]1[CH:3]=[C:4]([OH:9])[CH:5]=[CH:6][C:7]=1[CH3:8].[N+:10]([O-])([OH:12])=[O:11]. The yield is 0.570. The catalyst is ClC(Cl)C.[Br-].C([N+](CCCC)(CCCC)CCCC)CCC.O. The product is [F:1][C:2]1[C:7]([CH3:8])=[CH:6][C:5]([N+:10]([O-:12])=[O:11])=[C:4]([OH:9])[CH:3]=1.